From a dataset of Catalyst prediction with 721,799 reactions and 888 catalyst types from USPTO. Predict which catalyst facilitates the given reaction. (1) Reactant: [Br:1][C:2]1[CH:10]=[CH:9][C:8]([C:11]([OH:13])=[O:12])=[C:7]2[C:3]=1[CH:4]=[CH:5][NH:6]2.[C:14]([O-])([O-])=O.[Cs+].[Cs+].IC.O. Product: [Br:1][C:2]1[CH:10]=[CH:9][C:8]([C:11]([O:13][CH3:14])=[O:12])=[C:7]2[C:3]=1[CH:4]=[CH:5][NH:6]2. The catalyst class is: 3. (2) Product: [Cl:1][C:2]1[CH:10]=[CH:9][C:8]2[N:7]([CH:17]=[CH:18][C:19]3[CH:24]=[CH:23][CH:22]=[CH:21][CH:20]=3)[C:6]3[CH2:11][CH2:12][N:13]([CH3:15])[CH2:14][C:5]=3[C:4]=2[CH:3]=1. The catalyst class is: 122. Reactant: [Cl:1][C:2]1[CH:10]=[CH:9][C:8]2[NH:7][C:6]3[CH2:11][CH2:12][N:13]([CH3:15])[CH2:14][C:5]=3[C:4]=2[CH:3]=1.Br[CH:17]=[CH:18][C:19]1[CH:24]=[CH:23][CH:22]=[CH:21][CH:20]=1.P([O-])([O-])([O-])=O.[K+].[K+].[K+].N1CCC[C@H]1C(O)=O. (3) Reactant: [OH:1][C:2]1[CH:3]=[C:4]([C:11]([OH:13])=[O:12])[CH:5]=[C:6]([CH:10]=1)[C:7]([OH:9])=[O:8].[Si:14](Cl)([C:17]([CH3:20])([CH3:19])[CH3:18])([CH3:16])[CH3:15].N1C=CN=C1.C(OCC)C. Product: [Si:14]([O:1][C:2]1[CH:3]=[C:4]([C:11]([OH:13])=[O:12])[CH:5]=[C:6]([C:7]([OH:9])=[O:8])[CH:10]=1)([C:17]([CH3:20])([CH3:19])[CH3:18])([CH3:16])[CH3:15]. The catalyst class is: 35. (4) Reactant: C[O:2][C:3]([C:5]1[N:6]=[C:7]([C:23]#[N:24])[C:8]2[C:13]([C:14]=1[OH:15])=[CH:12][CH:11]=[C:10]([O:16][C:17]1[CH:22]=[CH:21][CH:20]=[CH:19][CH:18]=1)[CH:9]=2)=O.[C:25]([O:29][C:30]([C:32]1([CH2:39][NH2:40])[CH2:37][CH2:36][S:35](=[O:38])[CH2:34][CH2:33]1)=[O:31])([CH3:28])([CH3:27])[CH3:26]. The catalyst class is: 14. Product: [C:25]([O:29][C:30]([C:32]1([CH2:39][NH:40][C:3]([C:5]2[N:6]=[C:7]([C:23]#[N:24])[C:8]3[C:13]([C:14]=2[OH:15])=[CH:12][CH:11]=[C:10]([O:16][C:17]2[CH:22]=[CH:21][CH:20]=[CH:19][CH:18]=2)[CH:9]=3)=[O:2])[CH2:33][CH2:34][S:35](=[O:38])[CH2:36][CH2:37]1)=[O:31])([CH3:28])([CH3:27])[CH3:26]. (5) Reactant: [F:1][C:2]1[CH:3]=[C:4]([NH:9]C(=O)CC(NC2C=CC(F)=CC=2)=O)[CH:5]=[CH:6][C:7]=1[OH:8].[H-].[Na+].Cl.Cl[C:27]1[CH:32]=[CH:31][N:30]=[CH:29][C:28]=1[N+:33]([O-:35])=[O:34]. Product: [F:1][C:2]1[CH:3]=[C:4]([NH2:9])[CH:5]=[CH:6][C:7]=1[O:8][C:27]1[CH:32]=[CH:31][N:30]=[CH:29][C:28]=1[N+:33]([O-:35])=[O:34]. The catalyst class is: 31. (6) Reactant: [CH2:1]([CH:5]1[CH2:13][C:12]2[C:7](=[CH:8][C:9]([F:16])=[C:10]([O:14][CH3:15])[CH:11]=2)[C:6]1=[O:17])[CH2:2][CH2:3][CH3:4].[O-][Cl:19].[Na+].O. Product: [CH2:1]([CH:5]1[CH2:13][C:12]2[C:7](=[CH:8][C:9]([F:16])=[C:10]([O:14][CH3:15])[C:11]=2[Cl:19])[C:6]1=[O:17])[CH2:2][CH2:3][CH3:4]. The catalyst class is: 15.